Task: Predict the reactants needed to synthesize the given product.. Dataset: Full USPTO retrosynthesis dataset with 1.9M reactions from patents (1976-2016) Given the product [CH2:5]([CH:2]1[CH2:3][N@@:1]1[S:16]([C:11]1[CH:12]=[CH:13][CH:14]=[CH:15][C:10]=1[N+:7]([O-:9])=[O:8])(=[O:17])=[O:18])[CH3:6], predict the reactants needed to synthesize it. The reactants are: [NH2:1][C@@H:2]([CH2:5][CH3:6])[CH2:3]O.[N+:7]([C:10]1[CH:15]=[CH:14][CH:13]=[CH:12][C:11]=1[S:16](Cl)(=[O:18])=[O:17])([O-:9])=[O:8].